This data is from Catalyst prediction with 721,799 reactions and 888 catalyst types from USPTO. The task is: Predict which catalyst facilitates the given reaction. (1) Reactant: [CH2:1]([NH2:4])[CH2:2][CH3:3].F[C:6]1[CH:22]=[CH:21][C:9]([C:10]([NH:12][C:13]2[CH:18]=[CH:17][CH:16]=[C:15]([O:19][CH3:20])[CH:14]=2)=[O:11])=[CH:8][C:7]=1[N+:23]([O-:25])=[O:24]. Product: [CH3:20][O:19][C:15]1[CH:14]=[C:13]([NH:12][C:10](=[O:11])[C:9]2[CH:21]=[CH:22][C:6]([NH:4][CH2:1][CH2:2][CH3:3])=[C:7]([N+:23]([O-:25])=[O:24])[CH:8]=2)[CH:18]=[CH:17][CH:16]=1. The catalyst class is: 7. (2) Reactant: [Cl:1][C:2]1[CH:3]=[C:4]([CH2:9][C@@H:10]([NH:30][C:31]([C@@H:33]2[CH2:42][C:41]3[C:36](=[CH:37][CH:38]=[CH:39][CH:40]=3)[CH2:35][N:34]2C(OC(C)(C)C)=O)=[O:32])[C:11]([N:13]2[CH2:18][CH2:17][N:16]([C:19]3[CH:24]=[CH:23][CH:22]=[CH:21][C:20]=3[NH:25][S:26]([CH3:29])(=[O:28])=[O:27])[CH2:15][CH2:14]2)=[O:12])[CH:5]=[CH:6][C:7]=1[Cl:8]. Product: [Cl:1][C:2]1[CH:3]=[C:4]([CH2:9][C@@H:10]([NH:30][C:31]([C@@H:33]2[CH2:42][C:41]3[C:36](=[CH:37][CH:38]=[CH:39][CH:40]=3)[CH2:35][NH:34]2)=[O:32])[C:11]([N:13]2[CH2:18][CH2:17][N:16]([C:19]3[CH:24]=[CH:23][CH:22]=[CH:21][C:20]=3[NH:25][S:26]([CH3:29])(=[O:28])=[O:27])[CH2:15][CH2:14]2)=[O:12])[CH:5]=[CH:6][C:7]=1[Cl:8]. The catalyst class is: 25. (3) Product: [OH-:3].[NH4+:5].[NH:16]1[CH2:17][CH:18]=[N:19][CH:15]1[CH2:14][C:7]1[C:8]2[C:9](=[N:10][CH:11]=[CH:12][CH:13]=2)[N:5]([S:2]([CH3:1])(=[O:3])=[O:4])[CH:6]=1. Reactant: [CH3:1][S:2]([N:5]1[C:9]2=[N:10][CH:11]=[CH:12][CH:13]=[C:8]2[C:7]([CH2:14][C:15]#[N:16])=[CH:6]1)(=[O:4])=[O:3].[CH2:17](N)[CH2:18][NH2:19]. The catalyst class is: 534. (4) Reactant: [CH3:13][C:12]([O:11][C:9](O[C:9]([O:11][C:12]([CH3:15])([CH3:14])[CH3:13])=[O:10])=[O:10])([CH3:15])[CH3:14].[NH2:16][CH2:17][CH2:18][S:19]([NH:22][C@H:23]1[CH2:28][CH2:27][CH2:26][N:25]([C:29]([O:31][CH2:32][C:33]2[CH:38]=[CH:37][CH:36]=[CH:35][CH:34]=2)=[O:30])[CH2:24]1)(=[O:21])=[O:20].C(=O)(O)[O-].[Na+]. Product: [CH3:15][C:12]([O:11][C:9]([NH:16][CH2:17][CH2:18][S:19]([NH:22][C@H:23]1[CH2:28][CH2:27][CH2:26][N:25]([C:29]([O:31][CH2:32][C:33]2[CH:34]=[CH:35][CH:36]=[CH:37][CH:38]=2)=[O:30])[CH2:24]1)(=[O:20])=[O:21])=[O:10])([CH3:13])[CH3:14]. The catalyst class is: 40. (5) Reactant: [OH:1][C@H:2]1[C@H:7]([CH2:8][NH:9]CC2C=CC=CC=2)[CH2:6][CH2:5][N:4]([C:17]([O:19][C:20]([CH3:23])([CH3:22])[CH3:21])=[O:18])[CH2:3]1.[H][H]. Product: [NH2:9][CH2:8][C@@H:7]1[CH2:6][CH2:5][N:4]([C:17]([O:19][C:20]([CH3:22])([CH3:21])[CH3:23])=[O:18])[CH2:3][C@H:2]1[OH:1]. The catalyst class is: 19.